Dataset: hERG Central: cardiac toxicity at 1µM, 10µM, and general inhibition. Task: Predict hERG channel inhibition at various concentrations. (1) The molecule is CN(C)CCN(Cc1ccco1)C(=O)c1oc2ccccc2c1NC(=O)COc1ccccc1. Results: hERG_inhib (hERG inhibition (general)): blocker. (2) Results: hERG_inhib (hERG inhibition (general)): blocker. The compound is CCOCCCN(C)C1CCN(C(=O)c2oc3ccccc3c2NC(=O)Cc2cccc([N+](=O)[O-])c2)CC1. (3) The compound is CCCNC(=S)NC1CC2CCCC(C1)N2Cc1ccc(F)cc1. Results: hERG_inhib (hERG inhibition (general)): blocker. (4) The compound is CN1CCN(C(=O)/C(=C\c2cccs2)NC(=O)c2cccs2)CC1. Results: hERG_inhib (hERG inhibition (general)): blocker. (5) The molecule is CCOc1ccc2nc(CN3CCN(Cc4ccccc4OCC)C(CCO)C3)ccc2c1. Results: hERG_inhib (hERG inhibition (general)): blocker. (6) The compound is CCOC(=O)C1CCN(C(=O)C2CCN(C(=O)c3ccc([N+](=O)[O-])cc3)CC2)CC1. Results: hERG_inhib (hERG inhibition (general)): blocker. (7) The compound is CCn1cc(CN2CCCC(C(=O)c3ccc(-c4ccccc4)c(F)c3)C2)cn1. Results: hERG_inhib (hERG inhibition (general)): blocker. (8) The compound is CCCOc1ccc(/C=N/NC(=O)CN2CCCCC2)cc1OCC. Results: hERG_inhib (hERG inhibition (general)): blocker. (9) The molecule is COc1ccccc1N1CCN(CCCCNC(=O)c2ccc3ccccc3c2)CC1.Cl. Results: hERG_inhib (hERG inhibition (general)): blocker. (10) The drug is CC(C)Oc1ccc(C(CC(=O)N(C)CCC#N)c2ccc(F)cc2)cc1. Results: hERG_inhib (hERG inhibition (general)): blocker.